From a dataset of Full USPTO retrosynthesis dataset with 1.9M reactions from patents (1976-2016). Predict the reactants needed to synthesize the given product. (1) Given the product [Cl:1][C:2]1[CH:38]=[CH:37][C:5]([CH2:6][C:7]2[C:15]3[C:14](=[O:16])[N:13]([CH2:17][CH2:18][CH2:19][OH:20])[C:12](=[O:24])[N:11]([CH3:25])[C:10]=3[S:9][C:8]=2[C:26]2[CH:31]=[CH:30][CH:29]=[C:28]([O:32][C:33]([F:34])([F:35])[F:36])[CH:27]=2)=[CH:4][CH:3]=1, predict the reactants needed to synthesize it. The reactants are: [Cl:1][C:2]1[CH:38]=[CH:37][C:5]([CH2:6][C:7]2[C:15]3[C:14](=[O:16])[N:13]([CH2:17][CH2:18][C:19](OCC)=[O:20])[C:12](=[O:24])[N:11]([CH3:25])[C:10]=3[S:9][C:8]=2[C:26]2[CH:31]=[CH:30][CH:29]=[C:28]([O:32][C:33]([F:36])([F:35])[F:34])[CH:27]=2)=[CH:4][CH:3]=1.[BH4-].[Na+]. (2) Given the product [CH:1]1([C:6]2([CH3:17])[C:7](=[O:9])[N:19]([CH3:18])[C:20](=[O:21])[NH:22][C:12]2=[O:14])[CH2:2][CH2:3][CH2:4][CH2:5]1, predict the reactants needed to synthesize it. The reactants are: [CH:1]1([C:6]([CH3:17])([C:12]([O:14]CC)=O)[C:7]([O:9]CC)=O)[CH2:5][CH2:4][CH2:3][CH2:2]1.[CH3:18][NH:19][C:20]([NH2:22])=[O:21]. (3) Given the product [CH2:6]([O:10][C:11]1[C@@:16]([CH2:21][CH:22]([CH2:24][OH:25])[OH:23])([C@H:17]([CH2:19][OH:20])[OH:18])[O:15][C:13](=[O:14])[C:12]=1[O:26][CH2:29][CH:28]=[CH2:27])[CH2:7][CH2:8][CH3:9], predict the reactants needed to synthesize it. The reactants are: C(=O)([O-])O.[Na+].[CH2:6]([O:10][C:11]1[C@@:16]([CH2:21][CH:22]([CH2:24][OH:25])[OH:23])([C@H:17]([CH2:19][OH:20])[OH:18])[O:15][C:13](=[O:14])[C:12]=1[OH:26])[CH2:7][CH2:8][CH3:9].[CH2:27](Br)[CH:28]=[CH2:29]. (4) Given the product [Br:21][CH2:1][C:2]1[CH:3]=[CH:4][C:5]([C:8]2[CH:9]=[CH:10][CH:11]=[CH:12][CH:13]=2)=[N:6][CH:7]=1, predict the reactants needed to synthesize it. The reactants are: [CH3:1][C:2]1[CH:3]=[CH:4][C:5]([C:8]2[CH:13]=[CH:12][CH:11]=[CH:10][CH:9]=2)=[N:6][CH:7]=1.C1C(=O)N([Br:21])C(=O)C1. (5) The reactants are: [C:1]([O:5][C:6]([N:8]1[CH2:11][CH:10]([O:12]S(C)(=O)=O)[CH2:9]1)=[O:7])([CH3:4])([CH3:3])[CH3:2].C([O-])([O-])=O.[Cs+].[Cs+].[Br:23][C:24]1[CH:25]=[C:26](O)[CH:27]=[CH:28][CH:29]=1. Given the product [C:1]([O:5][C:6]([N:8]1[CH2:11][CH:10]([O:12][C:28]2[CH:27]=[CH:26][CH:25]=[C:24]([Br:23])[CH:29]=2)[CH2:9]1)=[O:7])([CH3:4])([CH3:3])[CH3:2], predict the reactants needed to synthesize it. (6) Given the product [C:6]([O:5][C:4](=[O:10])[N:3]([CH2:1][CH3:2])[C:11]1[S:12][C@H:13]2[S:19][C@H:18]([CH:20]=[O:21])[C@H:17]3[O:22][C@@:23]([O:30][CH3:31])([CH3:29])[C@:24]([O:27][CH3:28])([CH3:26])[O:25][C@@H:16]3[C@H:14]2[N:15]=1)([CH3:9])([CH3:8])[CH3:7], predict the reactants needed to synthesize it. The reactants are: [CH2:1]([N:3]([C:11]1[S:12][C@H:13]2[S:19][C@H:18]([CH2:20][OH:21])[C@H:17]3[O:22][C@@:23]([O:30][CH3:31])([CH3:29])[C@:24]([O:27][CH3:28])([CH3:26])[O:25][C@@H:16]3[C@H:14]2[N:15]=1)[C:4](=[O:10])[O:5][C:6]([CH3:9])([CH3:8])[CH3:7])[CH3:2].CC(OI1(OC(C)=O)(OC(C)=O)OC(=O)C2C=CC=CC1=2)=O. (7) Given the product [N:8]1([C:6]2[N:7]=[C:2]([C:34]3[C:33]([C:40]([F:43])([F:42])[F:41])=[CH:32][C:31]([NH2:30])=[N:36][CH:35]=3)[CH:3]=[C:4]([N:14]3[CH2:19][CH2:18][O:17][CH2:16][CH2:15]3)[N:5]=2)[CH2:13][CH2:12][O:11][CH2:10][CH2:9]1, predict the reactants needed to synthesize it. The reactants are: Cl[C:2]1[N:7]=[C:6]([N:8]2[CH2:13][CH2:12][O:11][CH2:10][CH2:9]2)[N:5]=[C:4]([N:14]2[CH2:19][CH2:18][O:17][CH2:16][CH2:15]2)[CH:3]=1.C([O-])([O-])=O.[K+].[K+].O.C([NH:30][C:31]1[N:36]=[CH:35][C:34](B(O)O)=[C:33]([C:40]([F:43])([F:42])[F:41])[CH:32]=1)(=O)C. (8) The reactants are: [NH2:1][C:2]1[C:10]([Cl:11])=[CH:9][CH:8]=[CH:7][C:3]=1[C:4]([OH:6])=O.[CH3:12][NH2:13].[CH:14]1([N:18]2[CH2:23][CH2:22][CH:21]([O:24][C:25]3[CH:32]=[CH:31][C:28]([CH:29]=O)=[CH:27][CH:26]=3)[CH2:20][CH2:19]2)[CH2:17][CH2:16][CH2:15]1. Given the product [Cl:11][C:10]1[CH:9]=[CH:8][CH:7]=[C:3]2[C:2]=1[N:1]=[C:29]([C:28]1[CH:31]=[CH:32][C:25]([O:24][CH:21]3[CH2:22][CH2:23][N:18]([CH:14]4[CH2:17][CH2:16][CH2:15]4)[CH2:19][CH2:20]3)=[CH:26][CH:27]=1)[N:13]([CH3:12])[C:4]2=[O:6], predict the reactants needed to synthesize it. (9) Given the product [Cl:1][C:2]1[CH:3]=[C:4]([N:10]2[C:14]([CH3:15])=[C:13]([CH2:16][C:17]3[CH:18]=[CH:19][C:20]([C:21]([NH:30][CH:27]4[CH2:29][CH2:28]4)=[O:22])=[CH:24][CH:25]=3)[C:12]([CH3:26])=[N:11]2)[CH:5]=[CH:6][C:7]=1[C:8]#[N:9], predict the reactants needed to synthesize it. The reactants are: [Cl:1][C:2]1[CH:3]=[C:4]([N:10]2[C:14]([CH3:15])=[C:13]([CH2:16][C:17]3[CH:25]=[CH:24][C:20]([C:21](O)=[O:22])=[CH:19][CH:18]=3)[C:12]([CH3:26])=[N:11]2)[CH:5]=[CH:6][C:7]=1[C:8]#[N:9].[CH:27]1([NH2:30])[CH2:29][CH2:28]1.[Cl-].COC1N=C(OC)N=C([N+]2(C)CCOCC2)N=1.C(=O)([O-])O.[Na+].